From a dataset of Forward reaction prediction with 1.9M reactions from USPTO patents (1976-2016). Predict the product of the given reaction. (1) Given the reactants [C:1]1([C:7]2[NH:8][C:9]3[CH:15]=[CH:14][CH:13]=[CH:12][C:10]=3[N:11]=2)[CH:6]=[CH:5][CH:4]=[CH:3][CH:2]=1.[CH3:16][O:17][C:18]1[CH:23]=[CH:22][C:21](B(O)O)=[CH:20][CH:19]=1.N1C=CC=CC=1, predict the reaction product. The product is: [CH3:16][O:17][C:18]1[CH:23]=[CH:22][C:21]([N:11]2[C:10]3[CH:12]=[CH:13][CH:14]=[CH:15][C:9]=3[N:8]=[C:7]2[C:1]2[CH:2]=[CH:3][CH:4]=[CH:5][CH:6]=2)=[CH:20][CH:19]=1. (2) Given the reactants [Br:1][C:2]1[CH:8]=[CH:7][C:5]([NH2:6])=[CH:4][CH:3]=1.[C:9]([O:13][CH2:14][CH3:15])(=[O:12])[CH:10]=O.S([CH2:26][N+:27]#[C-:28])(C1C=CC(C)=CC=1)(=O)=O.C(=O)([O-])[O-].[K+].[K+], predict the reaction product. The product is: [Br:1][C:2]1[CH:8]=[CH:7][C:5]([N:6]2[C:10]([C:9]([O:13][CH2:14][CH3:15])=[O:12])=[CH:28][N:27]=[CH:26]2)=[CH:4][CH:3]=1. (3) Given the reactants [CH3:1][C:2]([CH3:4])=O.C(O)(=O)C.[NH2:9][C:10]1[C:11]([Cl:16])=[N:12][CH:13]=[CH:14][CH:15]=1.N, predict the reaction product. The product is: [Cl:16][C:11]1[C:10]([NH:9][CH:2]([CH3:4])[CH3:1])=[CH:15][CH:14]=[CH:13][N:12]=1. (4) The product is: [Br:11][C:12]1[CH:19]=[C:18]([CH2:20][Br:3])[CH:17]=[CH:16][C:13]=1[CH:14]=[O:15]. Given the reactants P(Br)(Br)([Br:3])=O.CN(C=O)C.[Br:11][C:12]1[CH:19]=[C:18]([CH2:20]O)[CH:17]=[CH:16][C:13]=1[CH:14]=[O:15].C([O-])(O)=O.[Na+], predict the reaction product. (5) Given the reactants [F:1][C:2]1[CH:3]=[C:4]([CH:28]=[C:29]([F:31])[CH:30]=1)[O:5][C:6]1[CH:7]=[C:8]([CH:19]=[C:20]([O:22][C@@H:23]([CH3:27])[CH2:24][O:25][CH3:26])[CH:21]=1)[C:9]([NH:11][C:12]1[S:13][CH:14]=[C:15]([CH2:17]Cl)[N:16]=1)=[O:10].[OH-:32].[Na+], predict the reaction product. The product is: [F:1][C:2]1[CH:3]=[C:4]([CH:28]=[C:29]([F:31])[CH:30]=1)[O:5][C:6]1[CH:7]=[C:8]([CH:19]=[C:20]([O:22][C@@H:23]([CH3:27])[CH2:24][O:25][CH3:26])[CH:21]=1)[C:9]([NH:11][C:12]1[S:13][CH:14]=[C:15]([CH2:17][OH:32])[N:16]=1)=[O:10]. (6) Given the reactants CO[CH:3](OC)[N:4]([CH3:6])[CH3:5].[CH2:9]([CH:13]([O:18][C:19]1[CH:24]=[C:23]([CH3:25])[C:22]([NH2:26])=[CH:21][C:20]=1[CH3:27])[CH2:14][CH2:15][CH2:16][CH3:17])[CH2:10][CH2:11][CH3:12], predict the reaction product. The product is: [CH2:9]([CH:13]([O:18][C:19]1[C:20]([CH3:27])=[CH:21][C:22]([N:26]=[CH:3][N:4]([CH3:5])[CH3:6])=[C:23]([CH3:25])[CH:24]=1)[CH2:14][CH2:15][CH2:16][CH3:17])[CH2:10][CH2:11][CH3:12]. (7) Given the reactants [F:1][C:2]1[CH:7]=[CH:6][CH:5]=[C:4]([F:8])[C:3]=1[N:9]1[C:14]2[N:15]=[C:16](S(C)(=O)=O)[N:17]=[C:18]([C:19]3[CH:20]=[C:21]([CH:29]=[CH:30][C:31]=3[CH3:32])[C:22]([N:24]([CH2:27][CH3:28])[CH2:25][CH3:26])=[O:23])[C:13]=2[CH2:12][NH:11][C:10]1=[O:37].[CH3:38][N:39]([CH2:41][CH2:42][NH2:43])[CH3:40], predict the reaction product. The product is: [NH4+:9].[OH-:23].[F:1][C:2]1[CH:7]=[CH:6][CH:5]=[C:4]([F:8])[C:3]=1[N:9]1[C:14]2[N:15]=[C:16]([NH:43][CH2:42][CH2:41][N:39]([CH3:40])[CH3:38])[N:17]=[C:18]([C:19]3[CH:20]=[C:21]([CH:29]=[CH:30][C:31]=3[CH3:32])[C:22]([N:24]([CH2:27][CH3:28])[CH2:25][CH3:26])=[O:23])[C:13]=2[CH2:12][NH:11][C:10]1=[O:37]. (8) Given the reactants [N:1]1[CH:6]=[CH:5][C:4]([C:7](=[O:9])[CH3:8])=[CH:3][CH:2]=1.[Br:10]Br, predict the reaction product. The product is: [BrH:10].[Br:10][CH2:8][C:7]([C:4]1[CH:5]=[CH:6][N:1]=[CH:2][CH:3]=1)=[O:9].